From a dataset of Experimentally validated miRNA-target interactions with 360,000+ pairs, plus equal number of negative samples. Binary Classification. Given a miRNA mature sequence and a target amino acid sequence, predict their likelihood of interaction. (1) The miRNA is hsa-miR-1273h-3p with sequence CUGCAGACUCGACCUCCCAGGC. The protein sequence of the target gene is MMIKLIATPSNALVDEPVSIRATGLPPSQIVTIKATVKDENDNVFQSQAFYKTNEAGEVDLEKTPALGGDYVGVHPMGLFFSLKPKKAFHRLMKKDVMNSPFCICLDLYDSVNWLETVRIPSKASQRVQRWFVGPGVKREQIQEGRVRGALFLPPGKGPFPGIIDLFGVIGGLVEFRASLLASHGFAVLALAYFAYKDLPEKLQEVDLEYFEEAANFLLSHPKIQQPGIGVISTSKGAEIGLAMACYLKQVIATVCINGATTTTAVPLRYQDLVVTPIQQALERMEVHVSGAVCFRHTTQ.... Result: 0 (no interaction). (2) The miRNA is hsa-miR-658 with sequence GGCGGAGGGAAGUAGGUCCGUUGGU. The protein sequence of the target gene is MGLSPSAPAVAVQASNASASPPSGCPMHEGKMKGCPVNTEPSGPTCEKKTYSVPAHQERAYEYVECPIRGTAAENKENLDPSNLMPPPNQTPAPDQPFALSTVREESSIPRADSEKKWVYPSEQMFWNAMLKKGWKWKDEDISQKDMYNIIRIHNQNNEQAWKEILKWEALHAAECPCGPSLIRFGGKAKEYSPRARIRSWMGYELPFDRHDWIINRCGTEVRYVIDYYDGGEVNKDYQFTILDVRPALDSLSAVWDRMKVAWWRWTS. Result: 0 (no interaction). (3) The miRNA is hsa-miR-3130-3p with sequence GCUGCACCGGAGACUGGGUAA. The protein sequence of the target gene is MATERSRSAMDSPVPASMFAPEPSSPGAARAAAAAARLHGGFDSDCSEDGEALNGEPELDLTSKLVLVSPTSEQYDSLLRQMWERMDEGCGETIYVIGQGSDGTEYGLSEADMEASYATVKSMAEQIEADVILLRERQEAGGRVRDYLVRKRVGDNDFLEVRVAVVGNVDAGKSTLLGVLTHGELDNGRGFARQKLFRHKHEIESGRTSSVGNDILGFDSEGNVVNKPDSHGGSLEWTKICEKSTKVITFIDLAGHEKYLKTTVFGMTGHLPDFCMLMVGSNAGIVGMTKEHLGLALALN.... Result: 1 (interaction). (4) The miRNA is hsa-miR-4782-3p with sequence UGAUUGUCUUCAUAUCUAGAAC. The protein sequence of the target gene is MSGFDNLNSGFYQTSYSIDEQSQQSYDYGGSGGPYSKQYAGCDYSQQGRFVPPDMMQPQQTYTGQIYQPTQAYPPTTPQPFYGDSFEEEPPLLEELGINFDHIWQKTLTVLHPLRAADGSIMNETDLAGPVVFCLAFGATLLLAGKIQFGYVYGISAIGCLGMFCLLNLMSMTGVSFGCVASVLGYCLLPMILLSSFAVVFSLQGMVGILLTATIIGWCSFSASKIFISALAMDGQQLLVAYPCALLYGVFALISVF. Result: 0 (no interaction). (5) The miRNA is rno-miR-106b-5p with sequence UAAAGUGCUGACAGUGCAGAU. The protein sequence of the target gene is MKWCWGPVLLIAGATVLMEGLQAAQRACGQRGPGPPKPQEGNTVPGEWPWQASVRRQGAHICSGSLVADTWVLTAAHCFEKAAATELNSWSVVLGSLQREGLSPGAEEVGVAALQLPRAYNHYSQGSDLALLQLAHPTTHTPLCLPQPAHRFPFGASCWATGWDQDTSDAPGTLRNLRLRLISRPTCNCIYNQLHQRHLSNPARPGMLCGGPQPGVQGPCQGDSGGPVLCLEPDGHWVQAGIISFASSCAQEDAPVLLTNTAAHSSWLQARVQGAAFLAQSPETPEMSDEDSCVACGSLR.... Result: 0 (no interaction). (6) The miRNA is hsa-miR-193a-5p with sequence UGGGUCUUUGCGGGCGAGAUGA. The protein sequence of the target gene is MRSAARRGRAAPAARDSLPVLLFLCLLLKTCEPKTANAFKPNILLIMADDLGTGDLGCYGNNTLRTPNIDQLAEEGVRLTQHLAAAPLCTPSRAAFLTGRHSFRSGMDASNGYRALQWNAGSGGLPENETTFARILQQHGYATGLIGKWHQGVNCASRGDHCHHPLNHGFDYFYGMPFTLTNDCDPGRPPEVDAALRAQLWGYTQFLALGILTLAAGQTCGFFSVSARAVTGMAGVGCLFFISWYSSFGFVRRWNCILMRNHDVTEQPMVLEKTASLMLKEAVSYIERHKHGPFLLFLSL.... Result: 1 (interaction). (7) The miRNA is hsa-miR-6851-5p with sequence AGGAGGUGGUACUAGGGGCCAGC. The protein sequence of the target gene is MWLQQRLKGLPGLLSSSWARRLLCLLGLLLLLLWFGGSGARRAAGGLHLLPWSRGEPGAAEPSACLEAATRAWRGLRERGEVVPLGPGVPALVANGFLALDVAANRLWVTPGEREPAVAPDFVPFVQLRPLSALAEAGEAVLLLREGLLRRVRCLQLGSPGPGPVAAGPGPASVSGLAAGSGRDCVLLQEDFLAHRGRPHVYLQRIQLNNPTERVAALQTVGPTAGPAPKAFTSTLEKVGDHQFLLYSGRSPPTPTGLVHLVVVAAKKLVNRLQVAPKTQLDETVLWVVHVSGPINPQVL.... Result: 0 (no interaction). (8) The miRNA is hsa-miR-4509 with sequence ACUAAAGGAUAUAGAAGGUUUU. The protein sequence of the target gene is MSMLKPSGLKAPTKILKPGSTALKTPTAVVAPVEKTISSEKASSTPSSETQEEFVDDFRVGERVWVNGNKPGFIQFLGETQFAPGQWAGIVLDEPIGKNDGSVAGVRYFQCEPLKGIFTRPSKLTRKVQAEDEANGLQTTPASRATSPLCTSTASMVSSSPSTPSNIPQKPSQPAAKEPSATPPISNLTKTASESISNLSEAGSIKKGERELKIGDRVLVGGTKAGVVRFLGETDFAKGEWCGVELDEPLGKNDGAVAGTRYFQCQPKYGLFAPVHKVTKIGFPSTTPAKAKANAVRRVM.... Result: 1 (interaction).